Dataset: Full USPTO retrosynthesis dataset with 1.9M reactions from patents (1976-2016). Task: Predict the reactants needed to synthesize the given product. (1) Given the product [Cl:1][C:2]1[CH:3]=[C:4]([CH:25]=[CH:26][C:27]=1[O:28][CH3:29])[CH2:5][NH:6][C:7]1[C:8]2[C:20]3[CH2:21][CH2:22][CH2:23][CH2:24][C:19]=3[S:18][C:9]=2[N:10]=[C:11]([CH2:13][CH2:14][C:15]([Cl:32])=[O:16])[N:12]=1, predict the reactants needed to synthesize it. The reactants are: [Cl:1][C:2]1[CH:3]=[C:4]([CH:25]=[CH:26][C:27]=1[O:28][CH3:29])[CH2:5][NH:6][C:7]1[C:8]2[C:20]3[CH2:21][CH2:22][CH2:23][CH2:24][C:19]=3[S:18][C:9]=2[N:10]=[C:11]([CH2:13][CH2:14][C:15](O)=[O:16])[N:12]=1.S(Cl)([Cl:32])=O. (2) The reactants are: [Cl:1][C:2]1[CH:7]=[CH:6][C:5]([C:8]2[CH:16]=[CH:15][CH:14]=[C:13]3[C:9]=2[CH2:10][C:11](=[O:17])[NH:12]3)=[CH:4][CH:3]=1.[CH2:18]([N:20]([CH2:34][CH3:35])[CH2:21][CH2:22][NH:23][C:24]([C:26]1[NH:27][C:28]([CH:32]=O)=[C:29]([CH3:31])[CH:30]=1)=[O:25])[CH3:19]. Given the product [CH2:34]([N:20]([CH2:18][CH3:19])[CH2:21][CH2:22][NH:23][C:24]([C:26]1[NH:27][C:28]([CH:32]=[C:10]2[C:9]3[C:13](=[CH:14][CH:15]=[CH:16][C:8]=3[C:5]3[CH:4]=[CH:3][C:2]([Cl:1])=[CH:7][CH:6]=3)[NH:12][C:11]2=[O:17])=[C:29]([CH3:31])[CH:30]=1)=[O:25])[CH3:35], predict the reactants needed to synthesize it. (3) Given the product [CH2:23]([NH:30][C:16]([C:13]1[C:14](=[O:15])[N:5]([CH2:1][CH2:2][CH2:3][CH3:4])[CH:6]=[C:7]2[C:12]=1[CH2:11][CH2:10][CH2:9][CH2:8]2)=[O:18])[C:24]1[CH:29]=[CH:28][CH:27]=[CH:26][CH:25]=1, predict the reactants needed to synthesize it. The reactants are: [CH2:1]([N:5]1[C:14](=[O:15])[C:13]([C:16]([OH:18])=O)=[C:12]2[C:7]([CH2:8][CH2:9][CH2:10][CH2:11]2)=[CH:6]1)[CH2:2][CH2:3][CH3:4].S(Cl)(Cl)=O.[CH2:23]([NH2:30])[C:24]1[CH:29]=[CH:28][CH:27]=[CH:26][CH:25]=1.Cl. (4) The reactants are: Cl[C:2]1[CH:7]=[CH:6][CH:5]=[CH:4][C:3]=1[CH2:8][N:9]1[C:21]2[C:20]3[CH:19]=[C:18]([O:22][CH3:23])[C:17]([C:24]4[C:25]([CH3:30])=[N:26][O:27][C:28]=4[CH3:29])=[CH:16][C:15]=3[N:14]=[CH:13][C:12]=2[O:11][C:10]1=[O:31].[Cl:32]C1C=C(C=CC=1)CBr. Given the product [Cl:32][C:7]1[CH:2]=[C:3]([CH2:8][N:9]2[C:21]3[C:20]4[CH:19]=[C:18]([O:22][CH3:23])[C:17]([C:24]5[C:25]([CH3:30])=[N:26][O:27][C:28]=5[CH3:29])=[CH:16][C:15]=4[N:14]=[CH:13][C:12]=3[O:11][C:10]2=[O:31])[CH:4]=[CH:5][CH:6]=1, predict the reactants needed to synthesize it. (5) Given the product [N:7]1([S:13]([C:16]2[CH:17]=[CH:18][C:19]([O:25][CH2:26][C:27]3[CH:28]=[CH:29][CH:30]=[CH:31][CH:32]=3)=[C:20]([CH:24]=2)[C:21]([NH:39][C:35]2[CH:34]=[N:33][CH:38]=[CH:37][CH:36]=2)=[O:22])(=[O:15])=[O:14])[CH2:8][CH2:9][O:10][CH2:11][CH2:12]1, predict the reactants needed to synthesize it. The reactants are: C(Cl)(=O)C(Cl)=O.[N:7]1([S:13]([C:16]2[CH:17]=[CH:18][C:19]([O:25][CH2:26][C:27]3[CH:32]=[CH:31][CH:30]=[CH:29][CH:28]=3)=[C:20]([CH:24]=2)[C:21](O)=[O:22])(=[O:15])=[O:14])[CH2:12][CH2:11][O:10][CH2:9][CH2:8]1.[N:33]1[CH:38]=[CH:37][CH:36]=[C:35]([NH2:39])[CH:34]=1.C(N(C(C)C)CC)(C)C. (6) Given the product [OH:8][CH2:9][C:10]1[CH:11]=[N:12][C:13]([C:16]2[CH:17]=[C:18]([CH:33]=[CH:34][CH:35]=2)[CH2:19][C:20]2[C:25](=[O:26])[CH:24]=[CH:23][N:22]([C:27]3[CH:28]=[N:29][N:30]([CH3:32])[CH:31]=3)[N:21]=2)=[N:14][CH:15]=1, predict the reactants needed to synthesize it. The reactants are: [Si]([O:8][CH2:9][C:10]1[CH:11]=[N:12][C:13]([C:16]2[CH:17]=[C:18]([CH:33]=[CH:34][CH:35]=2)[CH2:19][C:20]2[C:25](=[O:26])[CH:24]=[CH:23][N:22]([C:27]3[CH:28]=[N:29][N:30]([CH3:32])[CH:31]=3)[N:21]=2)=[N:14][CH:15]=1)(C(C)(C)C)(C)C.CCCC[N+](CCCC)(CCCC)CCCC.[F-].C([O-])(O)=O.[Na+]. (7) Given the product [Cl:1][C:2]1[CH:10]=[C:9]2[C:5]([C:6]([C:11]([N:13]3[CH2:18][CH2:17][C:16]4([C:22]5[CH:23]=[CH:24][CH:25]=[CH:26][C:21]=5[CH2:20][O:19]4)[CH2:15][CH2:14]3)=[O:12])=[CH:7][N:8]2[CH2:28][CH2:29][N:30]2[CH2:35][CH2:34][O:33][CH2:32][CH2:31]2)=[CH:4][CH:3]=1, predict the reactants needed to synthesize it. The reactants are: [Cl:1][C:2]1[CH:10]=[C:9]2[C:5]([C:6]([C:11]([N:13]3[CH2:18][CH2:17][C:16]4([C:22]5[CH:23]=[CH:24][CH:25]=[CH:26][C:21]=5[CH2:20][O:19]4)[CH2:15][CH2:14]3)=[O:12])=[CH:7][NH:8]2)=[CH:4][CH:3]=1.Cl[CH2:28][CH2:29][N:30]1[CH2:35][CH2:34][O:33][CH2:32][CH2:31]1. (8) Given the product [CH:18]1([N:4]2[CH2:5][CH2:6][C@H:7]([NH:8][C:9](=[O:15])[O:10][C:11]([CH3:12])([CH3:14])[CH3:13])[C@H:2]([F:1])[CH2:3]2)[CH2:20][CH2:19]1, predict the reactants needed to synthesize it. The reactants are: [F:1][C@H:2]1[C@@H:7]([NH:8][C:9](=[O:15])[O:10][C:11]([CH3:14])([CH3:13])[CH3:12])[CH2:6][CH2:5][NH:4][CH2:3]1.CO[C:18]1(O[Si](C)(C)C)[CH2:20][CH2:19]1.CC(O)=O.[BH3-]C#N.[Na+]. (9) The reactants are: [F:1][C:2]1[C:3]([N:9]=[CH:10][N:11]([CH3:13])[CH3:12])=[N:4][C:5]([OH:8])=[N:6][CH:7]=1.[CH2:14]([N:21]=[C:22]=[O:23])[C:15]1[CH:20]=[CH:19][CH:18]=[CH:17][CH:16]=1. Given the product [CH2:14]([NH:21][C:22]([N:6]1[CH:7]=[C:2]([F:1])[C:3](/[N:9]=[CH:10]/[N:11]([CH3:13])[CH3:12])=[N:4][C:5]1=[O:8])=[O:23])[C:15]1[CH:20]=[CH:19][CH:18]=[CH:17][CH:16]=1, predict the reactants needed to synthesize it.